This data is from Reaction yield outcomes from USPTO patents with 853,638 reactions. The task is: Predict the reaction yield, written as a fraction of the theoretical maximum amount of product (1.0 means a 100% yield; for example, 0.34 means a 34% yield). (1) The reactants are C(O)(=O)C.[Cl:5][C:6]1[CH:7]=[C:8]([CH:13]=[C:14]([N+:16]([O-])=O)[CH:15]=1)[C:9]([O:11][CH3:12])=[O:10].[C:19](O[C:19]([O:21][C:22]([CH3:25])([CH3:24])[CH3:23])=[O:20])([O:21][C:22]([CH3:25])([CH3:24])[CH3:23])=[O:20].C(=O)(O)[O-].[Na+]. The catalyst is O1CCCC1.CN(C)C1C=CN=CC=1.[Zn].CO. The product is [C:22]([O:21][C:19]([NH:16][C:14]1[CH:13]=[C:8]([CH:7]=[C:6]([Cl:5])[CH:15]=1)[C:9]([O:11][CH3:12])=[O:10])=[O:20])([CH3:25])([CH3:24])[CH3:23]. The yield is 0.410. (2) The yield is 0.870. The product is [CH3:1][O:2][C:3](=[O:15])[C:4]1[CH:9]=[CH:8][C:7]([O:10][CH2:11][CH2:12][OH:19])=[CH:6][C:5]=1[OH:14]. No catalyst specified. The reactants are [CH3:1][O:2][C:3](=[O:15])[C:4]1[CH:9]=[CH:8][C:7]([O:10][CH2:11][CH:12]=C)=[CH:6][C:5]=1[OH:14].[BH4-].[Na+].C[OH:19].C(Cl)Cl. (3) The reactants are C([O:5][C:6](=[O:40])[C:7]1[CH:12]=[CH:11][C:10]([NH:13][C:14]([N:16]([CH2:24][CH2:25][C:26]2[CH:31]=[CH:30][CH:29]=[C:28]([O:32][C:33]([C:37]([OH:39])=[O:38])([CH3:36])[CH2:34][CH3:35])[CH:27]=2)[CH2:17][CH2:18][CH2:19][CH2:20][CH2:21][CH2:22][CH3:23])=[O:15])=[CH:9][CH:8]=1)CCC.C(=O)([O-])[O-].[K+].[K+].CO. The catalyst is O. The product is [C:37]([C:33]([CH3:36])([O:32][C:28]1[CH:27]=[C:26]([CH2:25][CH2:24][N:16]([CH2:17][CH2:18][CH2:19][CH2:20][CH2:21][CH2:22][CH3:23])[C:14](=[O:15])[NH:13][C:10]2[CH:9]=[CH:8][C:7]([C:6]([OH:40])=[O:5])=[CH:12][CH:11]=2)[CH:31]=[CH:30][CH:29]=1)[CH2:34][CH3:35])([OH:39])=[O:38]. The yield is 0.960. (4) The reactants are CS(O[CH2:6][CH2:7][S:8]([CH2:11][C:12]1[CH:17]=[CH:16][CH:15]=[C:14]([F:18])[CH:13]=1)(=[O:10])=[O:9])(=O)=O.FC1C=CC=C(CS(C=C)(=O)=O)C=1.[NH:32]1[CH2:37][CH2:36][O:35][CH2:34][CH2:33]1. The product is [F:18][C:14]1[CH:13]=[C:12]([CH:17]=[CH:16][CH:15]=1)[CH2:11][S:8]([CH2:7][CH2:6][N:32]1[CH2:37][CH2:36][O:35][CH2:34][CH2:33]1)(=[O:10])=[O:9]. The catalyst is C(Cl)Cl. The yield is 0.770. (5) The reactants are [Cl:1][C:2]1[CH:3]=[C:4]2[C:10]([C:11]3[N:16]=[C:15]([NH:17][C@H:18]4[CH2:22][CH2:21][N:20](C(OC(C)(C)C)=O)[CH2:19]4)[C:14]([F:30])=[CH:13][N:12]=3)=[CH:9][N:8]([S:31]([C:34]3[CH:39]=[CH:38][C:37]([CH3:40])=[CH:36][CH:35]=3)(=[O:33])=[O:32])[C:5]2=[N:6][CH:7]=1.Cl. The catalyst is C1COCC1. The product is [Cl:1][C:2]1[CH:3]=[C:4]2[C:10]([C:11]3[N:16]=[C:15]([NH:17][C@H:18]4[CH2:22][CH2:21][NH:20][CH2:19]4)[C:14]([F:30])=[CH:13][N:12]=3)=[CH:9][N:8]([S:31]([C:34]3[CH:39]=[CH:38][C:37]([CH3:40])=[CH:36][CH:35]=3)(=[O:33])=[O:32])[C:5]2=[N:6][CH:7]=1. The yield is 0.880. (6) The reactants are [Br:1][C:2]1[CH:7]=[CH:6][C:5]([O:8][CH3:9])=[CH:4][C:3]=1[O:10][CH3:11].[CH3:12][O:13][C:14]1[CH:19]=[CH:18][C:17]([CH2:20][C:21](Cl)=[O:22])=[CH:16][CH:15]=1.C(Cl)Cl.[Al+3].[Cl-].[Cl-].[Cl-]. The catalyst is O. The product is [Br:1][C:2]1[C:3]([O:10][CH3:11])=[CH:4][C:5]([O:8][CH3:9])=[C:6]([C:21](=[O:22])[CH2:20][C:17]2[CH:18]=[CH:19][C:14]([O:13][CH3:12])=[CH:15][CH:16]=2)[CH:7]=1. The yield is 0.710.